Dataset: Forward reaction prediction with 1.9M reactions from USPTO patents (1976-2016). Task: Predict the product of the given reaction. (1) Given the reactants [CH2:1]([N:3]([CH2:38][CH3:39])[CH2:4]/[C:5](/[CH3:37])=[CH:6]\[C:7]1[CH:12]=[C:11]([F:13])[CH:10]=[CH:9][C:8]=1[S:14]([N:17]([C:22]1[C:31]([C:32]([O:34]C)=[O:33])=[C:30]2[C:25]([CH:26]3[CH2:36][CH:27]3[CH2:28][O:29]2)=[CH:24][CH:23]=1)C(OC)=O)(=[O:16])=[O:15])[CH3:2].O.[OH-].[Li+].C(O)=O, predict the reaction product. The product is: [CH2:38]([N:3]([CH2:1][CH3:2])[CH2:4]/[C:5](/[CH3:37])=[CH:6]\[C:7]1[CH:12]=[C:11]([F:13])[CH:10]=[CH:9][C:8]=1[S:14]([NH:17][C:22]1[C:31]([C:32]([OH:34])=[O:33])=[C:30]2[C:25]([CH:26]3[CH2:36][CH:27]3[CH2:28][O:29]2)=[CH:24][CH:23]=1)(=[O:15])=[O:16])[CH3:39]. (2) Given the reactants Br[C:2]1[CH:3]=[C:4]2[C:8](=[N:9][CH:10]=1)[NH:7][CH:6]=[CH:5]2.[CH3:11][O-:12].[Na+], predict the reaction product. The product is: [CH3:11][O:12][C:2]1[CH:3]=[C:4]2[CH:5]=[CH:6][NH:7][C:8]2=[N:9][CH:10]=1. (3) The product is: [F:2][C:3]1[CH:21]=[CH:20][CH:19]=[CH:18][C:4]=1[CH2:5][N:6]1[C:10]2=[N:11][CH:12]=[CH:13][CH:14]=[C:9]2[C:8]([C:15](=[NH:16])[NH:17][NH2:24])=[N:7]1. Given the reactants Cl.[F:2][C:3]1[CH:21]=[CH:20][CH:19]=[CH:18][C:4]=1[CH2:5][N:6]1[C:10]2=[N:11][CH:12]=[CH:13][CH:14]=[C:9]2[C:8]([C:15](=[NH:17])[NH2:16])=[N:7]1.C([N:24](CC)CC)C.O.NN, predict the reaction product. (4) Given the reactants [CH2:1]1[CH2:5][Si:4]([Cl:7])(Cl)[CH2:3][CH2:2]1.NC(N)=O.[C:12]([O:16][CH2:17][C:18]1[CH:23]=[CH:22][CH:21]=[CH:20][CH:19]=1)(=[O:15])[CH2:13][OH:14], predict the reaction product. The product is: [Cl:7][Si:4]1([O:14][CH2:13][C:12]([O:16][CH2:17][C:18]2[CH:23]=[CH:22][CH:21]=[CH:20][CH:19]=2)=[O:15])[CH2:5][CH2:1][CH2:2][CH2:3]1.